Dataset: Catalyst prediction with 721,799 reactions and 888 catalyst types from USPTO. Task: Predict which catalyst facilitates the given reaction. Reactant: [F:1][C:2]1[CH:3]=[C:4]([C:11]2[CH:16]=[CH:15][C:14]([O:17][CH2:18][CH:19]3[CH2:24][CH2:23][N:22]([CH2:25][C:26]([F:29])([CH3:28])[CH3:27])[CH2:21][CH2:20]3)=[CH:13][CH:12]=2)[CH:5]=[CH:6][C:7]=1[C:8]([OH:10])=O.Cl.[CH3:31][NH:32][CH3:33].C1CN([P+](ON2N=NC3C=CC=CC2=3)(N2CCCC2)N2CCCC2)CC1.F[P-](F)(F)(F)(F)F.CCN(C(C)C)C(C)C. Product: [F:1][C:2]1[CH:3]=[C:4]([C:11]2[CH:16]=[CH:15][C:14]([O:17][CH2:18][CH:19]3[CH2:24][CH2:23][N:22]([CH2:25][C:26]([F:29])([CH3:28])[CH3:27])[CH2:21][CH2:20]3)=[CH:13][CH:12]=2)[CH:5]=[CH:6][C:7]=1[C:8]([N:32]([CH3:33])[CH3:31])=[O:10]. The catalyst class is: 34.